Task: Predict the reactants needed to synthesize the given product.. Dataset: Full USPTO retrosynthesis dataset with 1.9M reactions from patents (1976-2016) (1) Given the product [N+:9]([C:7]1[CH:8]=[C:3]([C:4]([CH:12]=[CH:13][C:14]2[CH:19]=[CH:18][CH:17]=[CH:16][CH:15]=2)=[CH:5][CH:6]=1)[C:1]([NH2:2])=[O:22])([O-:11])=[O:10], predict the reactants needed to synthesize it. The reactants are: [C:1]([C:3]1[CH:8]=[C:7]([N+:9]([O-:11])=[O:10])[CH:6]=[CH:5][C:4]=1[CH3:12])#[N:2].[CH:13](=O)[C:14]1[CH:19]=[CH:18][CH:17]=[CH:16][CH:15]=1.C(=O)([O-])[O-:22].[K+].[K+]. (2) Given the product [CH3:1][C:2]1[N:3]=[C:4]([N:7]2[CH2:12][CH2:11][N:10]([C:23]([C:22]3[CH:26]=[CH:27][CH:28]=[C:20]([C:17]4[N:16]=[C:15]([C:14]([F:29])([F:13])[F:30])[O:19][N:18]=4)[CH:21]=3)=[O:24])[CH2:9][CH2:8]2)[S:5][CH:6]=1, predict the reactants needed to synthesize it. The reactants are: [CH3:1][C:2]1[N:3]=[C:4]([N:7]2[CH2:12][CH2:11][NH:10][CH2:9][CH2:8]2)[S:5][CH:6]=1.[F:13][C:14]([F:30])([F:29])[C:15]1[O:19][N:18]=[C:17]([C:20]2[CH:21]=[C:22]([CH:26]=[CH:27][CH:28]=2)[C:23](O)=[O:24])[N:16]=1. (3) Given the product [NH2:1][C:2]1[N:7]=[CH:6][N:5]=[C:4]2[N:8]([CH2:25][C@@H:26]3[CH2:30][CH2:29][CH2:28][N:27]3[C:31]([C:32](=[CH:36][C:37]([CH3:40])([N:41]3[CH2:45][CH2:44][CH2:43][CH2:42]3)[CH3:38])[C:33]#[N:34])=[O:35])[N:9]=[C:10]([C:11]3[CH:16]=[CH:15][C:14]([O:17][C:18]4[CH:19]=[CH:20][CH:21]=[CH:22][CH:23]=4)=[CH:13][C:12]=3[F:24])[C:3]=12, predict the reactants needed to synthesize it. The reactants are: [NH2:1][C:2]1[N:7]=[CH:6][N:5]=[C:4]2[N:8]([CH2:25][C@@H:26]3[CH2:30][CH2:29][CH2:28][N:27]3[C:31](=[O:35])[CH2:32][C:33]#[N:34])[N:9]=[C:10]([C:11]3[CH:16]=[CH:15][C:14]([O:17][C:18]4[CH:23]=[CH:22][CH:21]=[CH:20][CH:19]=4)=[CH:13][C:12]=3[F:24])[C:3]=12.[CH3:36][C:37]([N:41]1[CH2:45][CH2:44][CH2:43][CH2:42]1)([CH3:40])[CH:38]=O.N1CCCC1.Cl[Si](C)(C)C.